Dataset: Reaction yield outcomes from USPTO patents with 853,638 reactions. Task: Predict the reaction yield, written as a fraction of the theoretical maximum amount of product (1.0 means a 100% yield; for example, 0.34 means a 34% yield). (1) The reactants are [H-].[Na+].[F:3][C:4]([F:23])([F:22])[C:5]1[CH:6]=[C:7]([C@H:15]2[O:19][C:18](=[O:20])[NH:17][C@H:16]2[CH3:21])[CH:8]=[C:9]([C:11]([F:14])([F:13])[F:12])[CH:10]=1.Br[CH2:25][C:26]1[CH:31]=[C:30]([C:32]([F:35])([F:34])[F:33])[CH:29]=[CH:28][C:27]=1[I:36]. The catalyst is C1COCC1. The product is [F:23][C:4]([F:3])([F:22])[C:5]1[CH:6]=[C:7]([C@H:15]2[O:19][C:18](=[O:20])[N:17]([CH2:25][C:26]3[CH:31]=[C:30]([C:32]([F:33])([F:35])[F:34])[CH:29]=[CH:28][C:27]=3[I:36])[C@H:16]2[CH3:21])[CH:8]=[C:9]([C:11]([F:12])([F:13])[F:14])[CH:10]=1. The yield is 0.825. (2) The reactants are [NH2:1][C:2]1[CH:7]=[C:6]([CH3:8])[CH:5]=[C:4]([CH3:9])[C:3]=1[OH:10].C(N(CC)CC)C.[Br:18][C:19]1[CH:24]=[CH:23][C:22]([N:25]=[C:26]=S)=[CH:21][CH:20]=1. The catalyst is O1CCCC1. The product is [Br:18][C:19]1[CH:24]=[CH:23][C:22]([NH:25][C:26]2[O:10][C:3]3[C:4]([CH3:9])=[CH:5][C:6]([CH3:8])=[CH:7][C:2]=3[N:1]=2)=[CH:21][CH:20]=1. The yield is 0.890. (3) The product is [Cl:1][CH2:2][C:3]([NH:6][C:7]1[CH:15]=[CH:14][CH:13]=[C:12]2[C:8]=1[C:9](=[O:26])[N:10]([C:17]1([CH3:25])[CH2:22][CH2:21][C:20](=[O:23])[NH:19][C:18]1=[O:24])[C:11]2=[O:16])=[O:4]. The catalyst is C1COCC1. The reactants are [Cl:1][CH2:2][C:3](Cl)=[O:4].[NH2:6][C:7]1[CH:15]=[CH:14][CH:13]=[C:12]2[C:8]=1[C:9](=[O:26])[N:10]([C:17]1([CH3:25])[CH2:22][CH2:21][C:20](=[O:23])[NH:19][C:18]1=[O:24])[C:11]2=[O:16]. The yield is 0.840. (4) The reactants are [CH3:1][C:2]1[N:7]=[C:6]([NH:8][C:9](=[O:15])[O:10][C:11]([CH3:14])([CH3:13])[CH3:12])[CH:5]=[CH:4][CH:3]=1.C([Li])CCC.CON(C)[C:24]([CH:26]1[CH2:31][CH2:30][N:29]([C:32]([O:34][C:35]([CH3:38])([CH3:37])[CH3:36])=[O:33])[CH2:28][CH2:27]1)=[O:25].[Cl-].[NH4+]. The catalyst is O1CCCC1.CCCCCC. The product is [C:11]([O:10][C:9]([NH:8][C:6]1[N:7]=[C:2]([CH2:1][C:24]([CH:26]2[CH2:31][CH2:30][N:29]([C:32]([O:34][C:35]([CH3:38])([CH3:37])[CH3:36])=[O:33])[CH2:28][CH2:27]2)=[O:25])[CH:3]=[CH:4][CH:5]=1)=[O:15])([CH3:12])([CH3:14])[CH3:13]. The yield is 0.190.